Dataset: Reaction yield outcomes from USPTO patents with 853,638 reactions. Task: Predict the reaction yield, written as a fraction of the theoretical maximum amount of product (1.0 means a 100% yield; for example, 0.34 means a 34% yield). The reactants are C([O:3][C:4](=[O:31])[C:5]1[CH:10]=[C:9]([N:11]2[C:15]([CH3:16])=[CH:14][CH:13]=[C:12]2[C:17]2[CH:22]=[CH:21][CH:20]=[CH:19][C:18]=2[O:23][CH2:24][C:25]2[CH:30]=[CH:29][CH:28]=[CH:27][CH:26]=2)[CH:8]=[N:7][CH:6]=1)C.[OH-].[Na+].CCO. The catalyst is CCOC(C)=O. The product is [CH2:24]([O:23][C:18]1[CH:19]=[CH:20][CH:21]=[CH:22][C:17]=1[C:12]1[N:11]([C:9]2[CH:8]=[N:7][CH:6]=[C:5]([CH:10]=2)[C:4]([OH:31])=[O:3])[C:15]([CH3:16])=[CH:14][CH:13]=1)[C:25]1[CH:30]=[CH:29][CH:28]=[CH:27][CH:26]=1. The yield is 0.990.